From a dataset of Full USPTO retrosynthesis dataset with 1.9M reactions from patents (1976-2016). Predict the reactants needed to synthesize the given product. (1) Given the product [Br:1][C:2]1[CH:3]=[C:4]([C:9]2([C:10]3[CH:12]=[CH:17][CH:16]=[CH:15][CH:14]=3)[NH:23][C:21](=[S:22])[N:20]([CH3:27])[C:19]2=[O:24])[CH:5]=[CH:6][C:7]=1[F:8], predict the reactants needed to synthesize it. The reactants are: [Br:1][C:2]1[CH:3]=[C:4]([C:9](=O)[C:10]([C:12]2[CH:17]=[CH:16][CH:15]=[CH:14]C=2)=O)[CH:5]=[CH:6][C:7]=1[F:8].[CH3:19][NH:20][C:21]([NH2:23])=[S:22].[OH-:24].[K+].Cl.[CH3:27]S(C)=O. (2) Given the product [C:17]([CH:5]1[C:6](=[O:8])[O:7][C:2]([CH3:10])([CH3:1])[O:3][C:4]1=[O:9])(=[O:23])[CH2:18][CH2:19][CH2:20][CH2:21][CH3:22], predict the reactants needed to synthesize it. The reactants are: [CH3:1][C:2]1([CH3:10])[O:7][C:6](=[O:8])[CH2:5][C:4](=[O:9])[O:3]1.N1C=CC=CC=1.[C:17](Cl)(=[O:23])[CH2:18][CH2:19][CH2:20][CH2:21][CH3:22]. (3) Given the product [CH3:1][O:2][C:3]1[CH:12]=[C:11]2[C:6]([C:7]([CH3:15])([CH3:14])[CH2:8][CH2:9][C:10]2=[N:17][OH:18])=[CH:5][CH:4]=1, predict the reactants needed to synthesize it. The reactants are: [CH3:1][O:2][C:3]1[CH:12]=[C:11]2[C:6]([C:7]([CH3:15])([CH3:14])[CH2:8][CH2:9][C:10]2=O)=[CH:5][CH:4]=1.Cl.[NH2:17][OH:18].C([O-])(=O)C.[Na+].O. (4) Given the product [NH2:7][CH2:8][C:9]([C@@H:12]1[C@@H:21]2[CH2:22][CH2:23][CH2:24][C@@H:20]2[C:19]2[CH:18]=[C:17]([C:25]#[N:26])[CH:16]=[CH:15][C:14]=2[NH:13]1)([CH3:11])[CH3:10], predict the reactants needed to synthesize it. The reactants are: C(OC(=O)[NH:7][CH2:8][C:9]([C@@H:12]1[C@@H:21]2[CH2:22][CH2:23][CH2:24][C@@H:20]2[C:19]2[CH:18]=[C:17]([C:25]#[N:26])[CH:16]=[CH:15][C:14]=2[NH:13]1)([CH3:11])[CH3:10])(C)(C)C.Cl.O1CCOCC1.[OH-].[Na+].C(OCC)(=O)C. (5) Given the product [F:39][C:38]1[CH:37]=[CH:36][C:33]([CH:34]=[CH:8][O:9][CH3:10])=[CH:32][C:31]=1[F:30], predict the reactants needed to synthesize it. The reactants are: CC(C)([O-])C.[K+].[Cl-].[CH3:8][O:9][CH2:10][P+](C1C=CC=CC=1)(C1C=CC=CC=1)C1C=CC=CC=1.[F:30][C:31]1[CH:32]=[C:33]([CH:36]=[CH:37][C:38]=1[F:39])[CH:34]=O.O. (6) Given the product [F:16][C:17]([F:28])([F:27])[C:18]([NH:1][C:2]1[CH:3]=[CH:12][CH:13]=[CH:14][CH:15]=1)=[O:19], predict the reactants needed to synthesize it. The reactants are: [NH2:1][C:2]1[CH:15]=[CH:14][CH:13]=[CH:12][C:3]=1C(C1C=CC=CN=1)=O.[F:16][C:17]([F:28])([F:27])[C:18](O[C:18](=[O:19])[C:17]([F:28])([F:27])[F:16])=[O:19].